This data is from Catalyst prediction with 721,799 reactions and 888 catalyst types from USPTO. The task is: Predict which catalyst facilitates the given reaction. The catalyst class is: 2. Product: [CH3:15][C:13]([CH3:16])([CH3:14])[C@@H:11]([N:7]1[CH2:6][CH2:5][C@:4]([CH2:3][CH2:2][NH:1][S:32]([CH3:31])(=[O:34])=[O:33])([C:17]2[CH:22]=[CH:21][C:20]([F:23])=[CH:19][CH:18]=2)[O:9][C:8]1=[O:10])[CH3:12]. Reactant: [NH2:1][CH2:2][CH2:3][C@@:4]1([C:17]2[CH:22]=[CH:21][C:20]([F:23])=[CH:19][CH:18]=2)[O:9][C:8](=[O:10])[N:7]([C@H:11]([C:13]([CH3:16])([CH3:15])[CH3:14])[CH3:12])[CH2:6][CH2:5]1.C(N(CC)CC)C.[CH3:31][S:32](Cl)(=[O:34])=[O:33].